Dataset: Catalyst prediction with 721,799 reactions and 888 catalyst types from USPTO. Task: Predict which catalyst facilitates the given reaction. Reactant: [CH3:1][O-:2].[Na+].Cl[C:5]1([NH2:23])[N:22]=[CH:21][N:20]=[C:19]2[C:6]1=[N:7][CH2:8][N:9]2[C@@H:10]1[O:18][C@H:15]([CH2:16][OH:17])[C@@H:13]([OH:14])[C@H:11]1[OH:12].[CH3:24][OH:25]. Product: [CH3:1][O:2][C:21]1[N:20]=[C:19]2[C:6](=[N:7][CH2:8][N:9]2[C@@H:10]2[O:18][C@H:15]([CH2:16][OH:17])[C@@H:13]([OH:14])[C@H:11]2[OH:12])[C:5]([O:25][CH3:24])([NH2:23])[N:22]=1. The catalyst class is: 2.